Dataset: Forward reaction prediction with 1.9M reactions from USPTO patents (1976-2016). Task: Predict the product of the given reaction. (1) Given the reactants [CH2:1]([O:8][C:9]([N:11]([CH3:33])[N:12]1[C:21]([C:22]([OH:24])=[O:23])=[C:20]([C:25]2[CH:30]=[CH:29][CH:28]=[CH:27][CH:26]=2)[C:19]2[C:14](=[CH:15][CH:16]=[C:17]([Cl:31])[CH:18]=2)[C:13]1=[O:32])=[O:10])[C:2]1[CH:7]=[CH:6][CH:5]=[CH:4][CH:3]=1.C1(P(C2C=CC=CC=2)C2C=CC=CC=2)C=CC=CC=1.[C:53]([O:57][C:58](=[O:64])[NH:59][CH2:60][CH2:61][CH2:62]O)([CH3:56])([CH3:55])[CH3:54].N(C(OCC)=O)=NC(OCC)=O, predict the reaction product. The product is: [C:53]([O:57][C:58]([NH:59][CH2:60][CH2:61][CH2:62][O:23][C:22]([C:21]1[N:12]([N:11]([C:9]([O:8][CH2:1][C:2]2[CH:7]=[CH:6][CH:5]=[CH:4][CH:3]=2)=[O:10])[CH3:33])[C:13](=[O:32])[C:14]2[C:19]([C:20]=1[C:25]1[CH:30]=[CH:29][CH:28]=[CH:27][CH:26]=1)=[CH:18][C:17]([Cl:31])=[CH:16][CH:15]=2)=[O:24])=[O:64])([CH3:56])([CH3:55])[CH3:54]. (2) Given the reactants [C:1]([OH:11])(=O)[CH:2]=[CH:3][C:4]1[CH:9]=[CH:8][CH:7]=[CH:6][CH:5]=1.[F:12][C:13]1[CH:14]=[C:15]([CH:25]([NH2:27])[CH3:26])[CH:16]=[C:17]([N:19]2[CH2:24][CH2:23][O:22][CH2:21][CH2:20]2)[CH:18]=1.CCN=C=NCCCN(C)C.Cl.CCN(CC)CC, predict the reaction product. The product is: [F:12][C:13]1[CH:14]=[C:15]([CH:25]([NH:27][C:1](=[O:11])[CH:2]=[CH:3][C:4]2[CH:5]=[CH:6][CH:7]=[CH:8][CH:9]=2)[CH3:26])[CH:16]=[C:17]([N:19]2[CH2:24][CH2:23][O:22][CH2:21][CH2:20]2)[CH:18]=1. (3) Given the reactants [O:1]1[C@H:5]2[O:6][CH2:7][CH2:8][C@H:4]2[C@@H:3]([O:9][C:10](=[O:51])[NH:11][C@@H:12]([CH2:33][C:34]2[CH:39]=[CH:38][C:37]([O:40][CH2:41][CH2:42][O:43][Si](C(C)(C)C)(C)C)=[CH:36][CH:35]=2)[C@H:13]([OH:32])[CH2:14][N:15]([S:20]([C:23]2[CH:31]=[CH:30][C:26]3[O:27][CH2:28][O:29][C:25]=3[CH:24]=2)(=[O:22])=[O:21])[CH2:16][CH:17]([CH3:19])[CH3:18])[CH2:2]1.[F-].C([N+](CCCC)(CCCC)CCCC)CCC.C(O)(=O)C, predict the reaction product. The product is: [O:27]1[C:26]2[CH:30]=[CH:31][C:23]([S:20]([N:15]([CH2:16][CH:17]([CH3:19])[CH3:18])[CH2:14][C@@H:13]([OH:32])[C@@H:12]([NH:11][C:10](=[O:51])[O:9][C@@H:3]3[C@H:4]4[C@H:5]([O:6][CH2:7][CH2:8]4)[O:1][CH2:2]3)[CH2:33][C:34]3[CH:39]=[CH:38][C:37]([O:40][CH2:41][CH2:42][OH:43])=[CH:36][CH:35]=3)(=[O:22])=[O:21])=[CH:24][C:25]=2[O:29][CH2:28]1. (4) Given the reactants [CH:1]1[C:13]2[CH:12]([CH2:14][O:15][C:16]([NH:18][C:19]([CH3:44])([C:21]([NH:23][C@H:24]([C:28]([N:30]([C@@H:32]([C@@H:40]([CH3:43])[CH2:41][CH3:42])[C@H:33]([O:38][CH3:39])[CH2:34][C:35]([OH:37])=[O:36])[CH3:31])=[O:29])[CH:25]([CH3:27])[CH3:26])=[O:22])[CH3:20])=[O:17])[C:11]3[C:6](=[CH:7][CH:8]=[CH:9][CH:10]=3)[C:5]=2[CH:4]=[CH:3][CH:2]=1.N1C=CC=CC=1.FC(F)(F)C(O[C:56]1[C:61]([F:62])=[C:60]([F:63])[C:59]([F:64])=[C:58]([F:65])[C:57]=1[F:66])=O, predict the reaction product. The product is: [CH:10]1[C:11]2[CH:12]([CH2:14][O:15][C:16]([NH:18][C:19]([CH3:44])([C:21]([NH:23][C@H:24]([C:28]([N:30]([C@@H:32]([C@@H:40]([CH3:43])[CH2:41][CH3:42])[C@H:33]([O:38][CH3:39])[CH2:34][C:35](=[O:37])[O:36][C:56]3[C:57]([F:66])=[C:58]([F:65])[C:59]([F:64])=[C:60]([F:63])[C:61]=3[F:62])[CH3:31])=[O:29])[CH:25]([CH3:27])[CH3:26])=[O:22])[CH3:20])=[O:17])[C:13]3[C:5](=[CH:4][CH:3]=[CH:2][CH:1]=3)[C:6]=2[CH:7]=[CH:8][CH:9]=1. (5) Given the reactants [C:1]([C:5]1[CH:9]=[C:8]([NH2:10])[N:7]([C:11]2[CH:12]=[N:13][C:14]([O:17][CH3:18])=[CH:15][CH:16]=2)[N:6]=1)([CH3:4])([CH3:3])[CH3:2].Cl[C:20]([O:22][C:23]1[CH:28]=[CH:27][CH:26]=[CH:25][CH:24]=1)=[O:21], predict the reaction product. The product is: [C:1]([C:5]1[CH:9]=[C:8]([NH:10][C:20](=[O:21])[O:22][C:23]2[CH:28]=[CH:27][CH:26]=[CH:25][CH:24]=2)[N:7]([C:11]2[CH:12]=[N:13][C:14]([O:17][CH3:18])=[CH:15][CH:16]=2)[N:6]=1)([CH3:4])([CH3:2])[CH3:3]. (6) Given the reactants [Cl:1][C:2]1[CH:7]=[CH:6][C:5]([C:8]2[N:12]([C:13]3[CH:18]=[CH:17][C:16]([Cl:19])=[CH:15][C:14]=3[Cl:20])[N:11]=[C:10]([C:21]([N:23]3[CH2:28][CH2:27][C:26]([C:30]4[CH:35]=[CH:34][CH:33]=[CH:32][CH:31]=4)([NH2:29])[CH2:25][CH2:24]3)=[O:22])[C:9]=2[CH3:36])=[CH:4][CH:3]=1.[C:37](OC(=O)C)(=[O:39])[CH3:38], predict the reaction product. The product is: [Cl:1][C:2]1[CH:7]=[CH:6][C:5]([C:8]2[N:12]([C:13]3[CH:18]=[CH:17][C:16]([Cl:19])=[CH:15][C:14]=3[Cl:20])[N:11]=[C:10]([C:21]([N:23]3[CH2:24][CH2:25][C:26]([NH:29][C:37](=[O:39])[CH3:38])([C:30]4[CH:31]=[CH:32][CH:33]=[CH:34][CH:35]=4)[CH2:27][CH2:28]3)=[O:22])[C:9]=2[CH3:36])=[CH:4][CH:3]=1. (7) Given the reactants [S:1]([O:8]S(C(F)(F)F)(=O)=O)([C:4]([F:7])([F:6])[F:5])(=[O:3])=[O:2].O[C:17]1[C:18]([N+:28]([O-:30])=[O:29])=[C:19]2[O:27][CH2:26][CH2:25][N:20]2[C:21](=[O:24])[C:22]=1[CH3:23].C(OC(=O)C)C, predict the reaction product. The product is: [CH3:23][C:22]1[C:21](=[O:24])[N:20]2[CH2:25][CH2:26][O:27][C:19]2=[C:18]([N+:28]([O-:30])=[O:29])[C:17]=1[O:8][S:1]([C:4]([F:7])([F:6])[F:5])(=[O:3])=[O:2]. (8) Given the reactants [F:1][C:2]1[CH:7]=[CH:6][CH:5]=[CH:4][C:3]=1[C:8]([OH:10])=O.C(OC(=O)[NH:17][C:18]1([C:21]([NH:23][C@H:24]2[CH2:30][C:29](=[O:31])[C:28]3[CH:32]=[CH:33][CH:34]=[CH:35][C:27]=3[N:26]([CH2:36][C:37]3[CH:42]=[CH:41][C:40]([O:43][C:44]([F:47])([F:46])[F:45])=[CH:39][CH:38]=3)[C:25]2=[O:48])=[O:22])[CH2:20][CH2:19]1)(C)(C)C, predict the reaction product. The product is: [O:48]=[C:25]1[C@@H:24]([NH:23][C:21]([C:18]2([NH:17][C:8](=[O:10])[C:3]3[CH:4]=[CH:5][CH:6]=[CH:7][C:2]=3[F:1])[CH2:19][CH2:20]2)=[O:22])[CH2:30][C:29](=[O:31])[C:28]2[CH:32]=[CH:33][CH:34]=[CH:35][C:27]=2[N:26]1[CH2:36][C:37]1[CH:38]=[CH:39][C:40]([O:43][C:44]([F:46])([F:45])[F:47])=[CH:41][CH:42]=1.